This data is from Catalyst prediction with 721,799 reactions and 888 catalyst types from USPTO. The task is: Predict which catalyst facilitates the given reaction. Reactant: [OH2:1].[C:2]([C:4]([O:6][CH2:7][CH3:8])=[O:5])#[N:3].Cl.[NH2:10]O.C(=O)([O-])[O-].[Na+].[Na+]. Product: [NH2:3]/[C:2](=[N:10]\[OH:1])/[C:4]([O:6][CH2:7][CH3:8])=[O:5]. The catalyst class is: 8.